The task is: Predict the product of the given reaction.. This data is from Forward reaction prediction with 1.9M reactions from USPTO patents (1976-2016). (1) Given the reactants [CH3:1][CH:2]([CH:4]([C:11]1[CH:16]=[CH:15][CH:14]=[CH:13][CH:12]=1)[C:5](=[O:10])[CH2:6][CH2:7][CH2:8][CH3:9])[CH3:3].C(OOC(=O)C1C=CC=CC=1)(=O)C1C=CC=CC=1.C1C(=O)N([Br:42])C(=O)C1, predict the reaction product. The product is: [CH3:1][CH:2]([C:4]([Br:42])([C:11]1[CH:16]=[CH:15][CH:14]=[CH:13][CH:12]=1)[C:5](=[O:10])[CH2:6][CH2:7][CH2:8][CH3:9])[CH3:3]. (2) Given the reactants [C:1]1([OH:8])([OH:7])[CH2:6][CH2:5][CH2:4][CH2:3][CH2:2]1.[CH:9]1(O)CCCCC1.COC1CCCCC1O.C1(O)C=CC=CC=1.C1(OC)C(=CC=CC=1)O, predict the reaction product. The product is: [CH3:9][O:7][C:1]1([OH:8])[CH2:6][CH2:5][CH2:4][CH2:3][CH2:2]1. (3) Given the reactants NC1C2C(C3C=CC=C(OCC4CCCCO4)C=3)=CN([C@@H]3C[C@H](C=O)C3)C=2N=CN=1.[NH2:31][C:32]1[C:33]2[C:40]([C:41]3[CH:46]=[CH:45][CH:44]=[C:43]([O:47][CH2:48][CH:49]4[CH2:53][CH2:52][CH2:51][O:50]4)[CH:42]=3)=[CH:39][N:38]([C@H:54]3[CH2:57][C@H:56]([CH2:58]O)[CH2:55]3)[C:34]=2[N:35]=[CH:36][N:37]=1.[O:60]=[S:61]1(=[O:67])[CH2:66][CH2:65][NH:64][CH2:63][CH2:62]1, predict the reaction product. The product is: [O:60]=[S:61]1(=[O:67])[CH2:66][CH2:65][N:64]([CH2:58][C@H:56]2[CH2:57][C@H:54]([N:38]3[C:34]4[N:35]=[CH:36][N:37]=[C:32]([NH2:31])[C:33]=4[C:40]([C:41]4[CH:46]=[CH:45][CH:44]=[C:43]([O:47][CH2:48][CH:49]5[CH2:53][CH2:52][CH2:51][O:50]5)[CH:42]=4)=[CH:39]3)[CH2:55]2)[CH2:63][CH2:62]1. (4) Given the reactants [NH:1]1[CH2:6][CH2:5][CH2:4][CH:3]([CH2:7][NH:8][C:9]([C:11]2[C:15]3[N:16]=[CH:17][N:18]=[C:19]([C:20]4[C:28]5[O:27][CH2:26][O:25][C:24]=5[CH:23]=[CH:22][C:21]=4[O:29][CH2:30][CH:31]4[CH2:33][CH2:32]4)[C:14]=3[NH:13][CH:12]=2)=[O:10])[CH2:2]1.Cl[C:35]([CH2:37][O:38]C(=O)C)=[O:36], predict the reaction product. The product is: [OH:38][CH2:37][C:35]([N:1]1[CH2:6][CH2:5][CH2:4][CH:3]([CH2:7][NH:8][C:9]([C:11]2[C:15]3[N:16]=[CH:17][N:18]=[C:19]([C:20]4[C:28]5[O:27][CH2:26][O:25][C:24]=5[CH:23]=[CH:22][C:21]=4[O:29][CH2:30][CH:31]4[CH2:33][CH2:32]4)[C:14]=3[NH:13][CH:12]=2)=[O:10])[CH2:2]1)=[O:36]. (5) The product is: [CH3:1][O:20][C:19](=[O:21])[CH2:18][C:14]1[CH:13]=[C:12]2[C:17](=[CH:16][CH:15]=1)[N:8]=[CH:9][CH:10]=[N:11]2. Given the reactants [CH3:1][Si](C=[N+]=[N-])(C)C.[N:8]1[C:17]2[C:12](=[CH:13][C:14]([CH2:18][C:19]([OH:21])=[O:20])=[CH:15][CH:16]=2)[N:11]=[CH:10][CH:9]=1, predict the reaction product. (6) Given the reactants [CH2:1]([O:8][C:9](=[O:19])[NH:10][CH2:11][C@H:12]1[CH2:17][CH2:16][C@@H:15]([NH2:18])[CH2:14][CH2:13]1)[C:2]1[CH:7]=[CH:6][CH:5]=[CH:4][CH:3]=1.CCN(CC)CC.[F:27][C:28]1[CH:29]=[C:30]([CH:34]=[CH:35][C:36]=1[F:37])[C:31](Cl)=[O:32].C([O-])(O)=O.[Na+], predict the reaction product. The product is: [CH2:1]([O:8][C:9](=[O:19])[NH:10][CH2:11][C@H:12]1[CH2:17][CH2:16][C@@H:15]([NH:18][C:31](=[O:32])[C:30]2[CH:34]=[CH:35][C:36]([F:37])=[C:28]([F:27])[CH:29]=2)[CH2:14][CH2:13]1)[C:2]1[CH:3]=[CH:4][CH:5]=[CH:6][CH:7]=1. (7) Given the reactants C([O:3][C:4]([C:6]1[C:10]([C:11]2[CH:16]=[CH:15][CH:14]=[CH:13][CH:12]=2)=[CH:9][S:8][C:7]=1[NH2:17])=O)C.C(O)(=O)C.[CH:22](N)=[NH:23], predict the reaction product. The product is: [C:11]1([C:10]2[C:6]3[C:4](=[O:3])[NH:23][CH:22]=[N:17][C:7]=3[S:8][CH:9]=2)[CH:16]=[CH:15][CH:14]=[CH:13][CH:12]=1. (8) Given the reactants Cl.[NH2:2][C:3]1[CH:11]=[C:10]([C@H:12]([NH:15][C:16]([N:18]2[C:24](=[O:25])[C@@H:23]([CH2:26][C:27]3[CH:32]=[C:31]([Cl:33])[CH:30]=[CH:29][C:28]=3[O:34][CH3:35])[CH2:22][NH:21][C:20](=[O:36])[CH2:19]2)=[O:17])[CH2:13][CH3:14])[CH:9]=[CH:8][C:4]=1[C:5]([OH:7])=[O:6], predict the reaction product. The product is: [NH2:2][C:3]1[CH:11]=[C:10]([C@H:12]([NH:15][C:16]([N:18]2[C:24](=[O:25])[C@@H:23]([CH2:26][C:27]3[CH:32]=[C:31]([Cl:33])[CH:30]=[CH:29][C:28]=3[O:34][CH3:35])[CH2:22][NH:21][C:20](=[O:36])[CH2:19]2)=[O:17])[CH2:13][CH3:14])[CH:9]=[CH:8][C:4]=1[C:5]([OH:7])=[O:6].